Dataset: CYP1A2 inhibition data for predicting drug metabolism from PubChem BioAssay. Task: Regression/Classification. Given a drug SMILES string, predict its absorption, distribution, metabolism, or excretion properties. Task type varies by dataset: regression for continuous measurements (e.g., permeability, clearance, half-life) or binary classification for categorical outcomes (e.g., BBB penetration, CYP inhibition). Dataset: cyp1a2_veith. (1) The drug is N[C@H](CCC(=O)O)C(=O)O. The result is 0 (non-inhibitor). (2) The drug is Cc1cccc(C2NC(=O)c3c(sc(C)c3C)N2)c1O. The result is 1 (inhibitor). (3) The drug is CCCOc1ccc(C(=O)OCCN(CC)CC)cc1N. The result is 1 (inhibitor). (4) The drug is Cl.OC1(c2ccc(F)cc2)CCNC1. The result is 0 (non-inhibitor). (5) The drug is Cc1ccc(OCC(=O)NNC(=O)CCC(=O)Nc2ccc(C)cc2C)cc1. The result is 0 (non-inhibitor). (6) The molecule is O=C(O)c1[nH]c(=O)[nH]c(=O)c1CN1CCCCC1. The result is 0 (non-inhibitor). (7) The compound is CCCCCn1c(CN2CCCCC2C)nc2c1c(=O)n(C)c(=O)n2C. The result is 0 (non-inhibitor).